From a dataset of Forward reaction prediction with 1.9M reactions from USPTO patents (1976-2016). Predict the product of the given reaction. (1) Given the reactants [F:1][C:2]1[CH:26]=[CH:25][C:24]([OH:27])=[CH:23][C:3]=1[CH2:4][O:5][C:6]([N:8]1[CH2:13][CH2:12][N:11]([C:14]([O:16][C:17]([CH3:20])([CH3:19])[CH3:18])=[O:15])[CH2:10][C@H:9]1[CH2:21][CH3:22])=[O:7].[CH3:28][O:29][CH2:30][CH2:31][CH2:32]OS(C1C=CC(C)=CC=1)(=O)=O, predict the reaction product. The product is: [F:1][C:2]1[CH:26]=[CH:25][C:24]([O:27][CH2:32][CH2:31][CH2:30][O:29][CH3:28])=[CH:23][C:3]=1[CH2:4][O:5][C:6]([N:8]1[CH2:13][CH2:12][N:11]([C:14]([O:16][C:17]([CH3:20])([CH3:19])[CH3:18])=[O:15])[CH2:10][C@H:9]1[CH2:21][CH3:22])=[O:7].[F:1][C:2]1[CH:26]=[CH:25][C:24]([O:27][CH2:32][CH2:31][CH2:30][O:29][CH3:28])=[CH:23][C:3]=1[CH2:4][O:5][C:6]([N:8]1[CH2:13][CH2:12][NH:11][CH2:10][C@H:9]1[CH2:21][CH3:22])=[O:7]. (2) Given the reactants Br[C:2]1[CH:11]=[CH:10][C:9]2[N:8]=[CH:7][C:6]3[N:12]([CH3:23])[C:13](=[O:22])[N:14]([C:15]4[C:16]([CH3:21])=[N:17][N:18]([CH3:20])[CH:19]=4)[C:5]=3[C:4]=2[CH:3]=1.[CH3:24][C:25]([C:29]1[CH:30]=[N:31][CH:32]=[C:33](B2OC(C)(C)C(C)(C)O2)[CH:34]=1)([CH3:28])[C:26]#[N:27], predict the reaction product. The product is: [CH3:20][N:18]1[CH:19]=[C:15]([N:14]2[C:5]3[C:4]4[CH:3]=[C:2]([C:33]5[CH:34]=[C:29]([C:25]([CH3:28])([CH3:24])[C:26]#[N:27])[CH:30]=[N:31][CH:32]=5)[CH:11]=[CH:10][C:9]=4[N:8]=[CH:7][C:6]=3[N:12]([CH3:23])[C:13]2=[O:22])[C:16]([CH3:21])=[N:17]1. (3) The product is: [Br:17][CH2:16][CH2:15][CH2:14][CH2:13][CH2:12][C:11]([CH3:19])([CH3:18])[CH2:10][OH:9]. Given the reactants [Li+].[BH4-].CO.[H][H].C([O:9][C:10](=O)[C:11]([CH3:19])([CH3:18])[CH2:12][CH2:13][CH2:14][CH2:15][CH2:16][Br:17])C.Cl.[Cl-].[NH4+], predict the reaction product.